Dataset: Peptide-MHC class I binding affinity with 185,985 pairs from IEDB/IMGT. Task: Regression. Given a peptide amino acid sequence and an MHC pseudo amino acid sequence, predict their binding affinity value. This is MHC class I binding data. (1) The peptide sequence is YRHDGGNVL. The MHC is HLA-A24:02 with pseudo-sequence HLA-A24:02. The binding affinity (normalized) is 0. (2) The peptide sequence is LFLDGIDKA. The MHC is HLA-A68:01 with pseudo-sequence HLA-A68:01. The binding affinity (normalized) is 0. (3) The peptide sequence is VPVWKEATTT. The MHC is HLA-B44:03 with pseudo-sequence HLA-B44:03. The binding affinity (normalized) is 0. (4) The peptide sequence is VLFSGPSPL. The MHC is HLA-A02:01 with pseudo-sequence HLA-A02:01. The binding affinity (normalized) is 0.857. (5) The peptide sequence is HLKEKSSLR. The MHC is HLA-A02:12 with pseudo-sequence HLA-A02:12. The binding affinity (normalized) is 0.0847. (6) The peptide sequence is ARAELSSRL. The MHC is Mamu-B03 with pseudo-sequence Mamu-B03. The binding affinity (normalized) is 0.689. (7) The peptide sequence is APGKSLGTL. The MHC is HLA-B40:01 with pseudo-sequence HLA-B40:01. The binding affinity (normalized) is 0.213. (8) The peptide sequence is RTFSILNRK. The MHC is HLA-B15:01 with pseudo-sequence HLA-B15:01. The binding affinity (normalized) is 0.0847. (9) The peptide sequence is VSIINNAVY. The MHC is HLA-A24:02 with pseudo-sequence HLA-A24:02. The binding affinity (normalized) is 0.